From a dataset of Reaction yield outcomes from USPTO patents with 853,638 reactions. Predict the reaction yield, written as a fraction of the theoretical maximum amount of product (1.0 means a 100% yield; for example, 0.34 means a 34% yield). (1) The reactants are [CH2:1]([N:3]([CH2:7][CH3:8])[CH2:4][CH2:5][NH2:6])[CH3:2].[F:9][C:10]([F:26])([F:25])[C:11]1[CH:16]=[CH:15][C:14]([C:17]2[CH:24]=[CH:23][C:20]([CH:21]=O)=[CH:19][CH:18]=2)=[CH:13][CH:12]=1. The catalyst is C1(C)C=CC=CC=1.[Pd]. The product is [CH2:1]([N:3]([CH2:7][CH3:8])[CH2:4][CH2:5][NH:6][CH2:21][C:20]1[CH:19]=[CH:18][C:17]([C:14]2[CH:15]=[CH:16][C:11]([C:10]([F:9])([F:25])[F:26])=[CH:12][CH:13]=2)=[CH:24][CH:23]=1)[CH3:2]. The yield is 0.973. (2) The reactants are Cl[C:2]1[N:13]=[CH:12][CH:11]=[CH:10][C:3]=1[C:4]([O:6][CH:7]([CH3:9])[CH3:8])=[O:5].[NH:14]1[CH2:18][CH2:17][C@@H:16]([NH:19][C:20](=[O:26])[O:21][C:22]([CH3:25])([CH3:24])[CH3:23])[CH2:15]1.CCN(CC)CC. The catalyst is C1COCC1. The product is [CH3:25][C:22]([O:21][C:20]([NH:19][C@@H:16]1[CH2:17][CH2:18][N:14]([C:2]2[C:3]([C:4]([O:6][CH:7]([CH3:9])[CH3:8])=[O:5])=[CH:10][CH:11]=[CH:12][N:13]=2)[CH2:15]1)=[O:26])([CH3:23])[CH3:24]. The yield is 0.860. (3) The reactants are [CH2:1]([O:8][C:9]1[C:10]([O:17][CH3:18])=[CH:11][C:12]([Br:16])=[C:13]([OH:15])[CH:14]=1)[C:2]1[CH:7]=[CH:6][CH:5]=[CH:4][CH:3]=1.[H-].[Na+].[CH3:21]I. The catalyst is O. The product is [CH2:1]([O:8][C:9]1[CH:14]=[C:13]([O:15][CH3:21])[C:12]([Br:16])=[CH:11][C:10]=1[O:17][CH3:18])[C:2]1[CH:3]=[CH:4][CH:5]=[CH:6][CH:7]=1. The yield is 0.880. (4) The reactants are O[CH2:2][C:3]1[N:7]([CH3:8])[C:6](=[O:9])[NH:5][N:4]=1.O=S(Cl)[Cl:12]. The catalyst is C(OCC)(=O)C. The product is [Cl:12][CH2:2][C:3]1[N:7]([CH3:8])[C:6](=[O:9])[NH:5][N:4]=1. The yield is 0.860. (5) The reactants are [CH3:1][CH2:2][CH2:3][CH:4]([NH:8][C:9](=[O:18])[C:10]1[CH:15]=[CH:14][C:13]([OH:16])=[C:12]([OH:17])[CH:11]=1)[CH2:5][CH2:6][CH3:7].C(=O)([O-])[O-].[K+].[K+].[CH2:25]([O:27][C:28](=[O:31])[C:29]#[CH:30])[CH3:26]. The catalyst is CC(C)=O. The product is [CH3:1][CH2:2][CH2:3][CH:4]([NH:8][C:9]([C:10]1[CH:15]=[CH:14][C:13]2[O:16][CH:30]([CH2:29][C:28]([O:27][CH2:25][CH3:26])=[O:31])[O:17][C:12]=2[CH:11]=1)=[O:18])[CH2:5][CH2:6][CH3:7]. The yield is 0.710. (6) The yield is 0.477. The catalyst is C1(C)C=CC=CC=1.C([O-])(=O)C.[Pd+2].C([O-])(=O)C. The reactants are Br[C:2]1[S:6][C:5]([C:7]([O:9][CH2:10][CH3:11])=[O:8])=[CH:4][CH:3]=1.[CH3:12][N:13]1[CH2:18][CH2:17][NH:16][CH2:15][CH:14]1[CH3:19].C1(P(C2C=CC=CC=2)C2C=CC3C(=CC=CC=3)C=2C2C3C(=CC=CC=3)C=CC=2P(C2C=CC=CC=2)C2C=CC=CC=2)C=CC=CC=1.C(=O)([O-])[O-].[Cs+].[Cs+]. The product is [CH3:19][CH:14]1[N:13]([CH3:12])[CH2:18][CH2:17][N:16]([C:2]2[S:6][C:5]([C:7]([O:9][CH2:10][CH3:11])=[O:8])=[CH:4][CH:3]=2)[CH2:15]1.